Dataset: Reaction yield outcomes from USPTO patents with 853,638 reactions. Task: Predict the reaction yield, written as a fraction of the theoretical maximum amount of product (1.0 means a 100% yield; for example, 0.34 means a 34% yield). (1) The reactants are [C:1]([C:4]1[CH:9]=[CH:8][CH:7]=[C:6]([C:10](=O)[CH3:11])[N:5]=1)(=[O:3])[CH3:2].[Cl:13][C:14]1[CH:20]=[C:19]([CH3:21])[CH:18]=[C:17]([CH3:22])[C:15]=1[NH2:16].C1(C)C=CC(S(O)(=O)=O)=CC=1.O. The catalyst is CO. The product is [Cl:13][C:14]1[CH:20]=[C:19]([CH3:21])[CH:18]=[C:17]([CH3:22])[C:15]=1[N:16]=[C:10]([C:6]1[N:5]=[C:4]([C:1](=[O:3])[CH3:2])[CH:9]=[CH:8][CH:7]=1)[CH3:11]. The yield is 0.0500. (2) The reactants are O[NH:2][C@H:3]([C:8](N)=[O:9])[CH2:4][CH:5]([CH3:7])[CH3:6].C(Cl)(Cl)=[O:12]. The yield is 0.750. The catalyst is C1COCC1.C1(C)C=CC=CC=1. The product is [NH2:2][C@H:3]([C:8]([OH:9])=[O:12])[CH2:4][CH:5]([CH3:7])[CH3:6]. (3) The reactants are [CH3:1][O:2][C:3]1[C:12]2[C:7](=CC=CC=2)[C:6]([NH:13]S(C2SC=CC=2)(=O)=O)=[CH:5][C:4]=1[S:22][CH2:23][C:24]([O:26][CH3:27])=[O:25].[Br:28][C:29]1[CH:34]=[CH:33][C:32]([S:35](Cl)(=[O:37])=[O:36])=[CH:31][CH:30]=1. The product is [Br:28][C:29]1[CH:34]=[CH:33][C:32]([S:35]([NH:13][C:6]2[CH:7]=[CH:12][C:3]([O:2][CH3:1])=[C:4]([S:22][CH2:23][C:24]([O:26][CH3:27])=[O:25])[CH:5]=2)(=[O:37])=[O:36])=[CH:31][CH:30]=1. No catalyst specified. The yield is 0.410. (4) The reactants are Br[C:2]1[CH:3]=[C:4]([N:9]2[C:13]3=[N:14][CH:15]=[CH:16][CH:17]=[C:12]3[C:11]([C:18]([O:20][CH3:21])=[O:19])=[N:10]2)[CH:5]=[C:6]([F:8])[CH:7]=1.[C:22]([C@:24]1([OH:31])[CH2:28][CH2:27][N:26]([CH3:29])[C:25]1=[O:30])#[CH:23]. No catalyst specified. The product is [F:8][C:6]1[CH:5]=[C:4]([N:9]2[C:13]3=[N:14][CH:15]=[CH:16][CH:17]=[C:12]3[C:11]([C:18]([O:20][CH3:21])=[O:19])=[N:10]2)[CH:3]=[C:2]([C:23]#[C:22][C@:24]2([OH:31])[CH2:28][CH2:27][N:26]([CH3:29])[C:25]2=[O:30])[CH:7]=1. The yield is 0.760. (5) The reactants are [Cl:1][C:2]1[C:3]([O:12][C:13]2[CH:20]=[C:19]([O:21][CH2:22][CH2:23][O:24][CH3:25])[CH:18]=[CH:17][C:14]=2C=O)=[N:4][CH:5]=[C:6]([C:8]([F:11])([F:10])[F:9])[CH:7]=1.[C:26](O)(=O)[CH2:27][C:28]([OH:30])=[O:29].N1CCCC1.Cl. The catalyst is O.C(O)(=O)C. The product is [Cl:1][C:2]1[C:3]([O:12][C:13]2[CH:20]=[C:19]([O:21][CH2:22][CH2:23][O:24][CH3:25])[CH:18]=[CH:17][C:14]=2/[CH:26]=[CH:27]/[C:28]([OH:30])=[O:29])=[N:4][CH:5]=[C:6]([C:8]([F:10])([F:9])[F:11])[CH:7]=1. The yield is 0.880. (6) The reactants are ClC1C=C[C:5]([C@:8]2(C)[C@@H](C3C=CC(Cl)=CC=3)NC(=S)[NH:9]2)=CC=1.FC(F)(F)C(O)=O.[H][H].C(=O)(O)[O-].[Na+].[C:44](O[C:44]([O:46][C:47]([CH3:50])([CH3:49])[CH3:48])=[O:45])([O:46][C:47]([CH3:50])([CH3:49])[CH3:48])=[O:45].[C:51]([OH:63])(=O)[CH2:52][C:53]([CH2:58][C:59]([OH:61])=[O:60])(C(O)=O)O. The catalyst is CO.[OH-].[Pd+2].[OH-].[C].C(OCC)(=O)C.O. The product is [C:47]([O:46][C:44]([N:9]1[C@H:58]([C:59]([OH:61])=[O:60])[CH2:53][C@H:52]2[CH2:51][O:63][CH2:5][C@@H:8]12)=[O:45])([CH3:48])([CH3:49])[CH3:50]. The yield is 0.760. (7) The reactants are C[O-].[Na+].[C:4]1([SH:10])[CH:9]=[CH:8][CH:7]=[CH:6][CH:5]=1.[C:11]1(=[O:16])[O:15][CH2:14][CH2:13][CH2:12]1. The catalyst is C(O)C. The product is [C:4]1([S:10][CH2:14][CH2:13][CH2:12][C:11]([OH:16])=[O:15])[CH:9]=[CH:8][CH:7]=[CH:6][CH:5]=1. The yield is 0.520. (8) The reactants are CC(C)(C)[C@H](NC(=O)[C@@H](NC)C)C(N1[C@H](C(=O)N[C@H]2C3C(=CC=CC=3)CCC2)C[C@H](NC(C2C=CC(CO[C:33]3[CH:38]=[CH:37][C:36]([CH2:39][C@H:40]([NH:66][C:67](=[O:72])[C@@H:68]([NH:70][CH3:71])[CH3:69])[C:41]([N:43]4[C@H:52]([C:53]([NH:55][C@H:56]5[C:65]6[C:60](=[CH:61][CH:62]=[CH:63][CH:64]=6)[CH2:59][CH2:58][CH2:57]5)=[O:54])[CH2:51][C:50]5[C:45](=[CH:46][CH:47]=[CH:48][CH:49]=5)[CH2:44]4)=[O:42])=[CH:35][CH:34]=3)=CC=2)=O)C1)=O.C(OC(N(C)[C@@H](C)C(N[C@H](C(=O)N1[C@H](C(=O)N[C@H]2C3C(=CC=CC=3)CCC2)CC2C(=CC=CC=2)C1)CC1C=CC([NH:104][CH2:105][C:106]2[CH:114]=[CH:113][C:109]([C:110]([OH:112])=O)=[CH:108][CH:107]=2)=CC=1)=O)=O)(C)(C)C.[NH2:142][C@@H:143]1[CH2:147][N:146]([C:148](=[O:168])[C@@H:149]([NH:154][C:155](=[O:167])[C@@H:156]([N:158](C)[C:159](=O)OC(C)(C)C)[CH3:157])[C:150]([CH3:153])([CH3:152])[CH3:151])[C@H:145]([C:169](=[O:181])[NH:170][C@H:171]2[C:180]3[C:175](=[CH:176][CH:177]=[CH:178][CH:179]=3)[CH2:174][CH2:173][CH2:172]2)[CH2:144]1. No catalyst specified. The product is [CH3:152][C:150]([CH3:151])([CH3:153])[C@H:149]([NH:154][C:155](=[O:167])[C@@H:156]([NH:158][CH3:159])[CH3:157])[C:148]([N:146]1[C@H:145]([C:169](=[O:181])[NH:170][C@H:171]2[C:180]3[C:175](=[CH:176][CH:177]=[CH:178][CH:179]=3)[CH2:174][CH2:173][CH2:172]2)[CH2:144][C@H:143]([NH:142][C:110]([C:109]2[CH:113]=[CH:114][C:106]([CH2:105][NH:104][C:33]3[CH:34]=[CH:35][C:36]([CH2:39][C@H:40]([NH:66][C:67](=[O:72])[C@@H:68]([NH:70][CH3:71])[CH3:69])[C:41]([N:43]4[C@H:52]([C:53]([NH:55][C@H:56]5[C:65]6[C:60](=[CH:61][CH:62]=[CH:63][CH:64]=6)[CH2:59][CH2:58][CH2:57]5)=[O:54])[CH2:51][C:50]5[C:45](=[CH:46][CH:47]=[CH:48][CH:49]=5)[CH2:44]4)=[O:42])=[CH:37][CH:38]=3)=[CH:107][CH:108]=2)=[O:112])[CH2:147]1)=[O:168]. The yield is 0.0400. (9) The catalyst is C1COCC1. The yield is 0.390. The reactants are [OH-].[Na+].FC(F)(F)C(O)=O.[CH3:10][N:11]1[C:15]([CH2:16][CH2:17][C:18]([O:20]C)=[O:19])=[CH:14][N:13]=[CH:12]1.[ClH:22]. The product is [ClH:22].[CH3:10][N:11]1[C:15]([CH2:16][CH2:17][C:18]([OH:20])=[O:19])=[CH:14][NH:13][CH2:12]1.